This data is from Reaction yield outcomes from USPTO patents with 853,638 reactions. The task is: Predict the reaction yield, written as a fraction of the theoretical maximum amount of product (1.0 means a 100% yield; for example, 0.34 means a 34% yield). (1) The reactants are [Cl:1][C:2]1[NH:3][C:4]2[C:9]([C:10]=1[CH:11]=[O:12])=[CH:8][CH:7]=[CH:6][CH:5]=2.[F:13][C:14]1[CH:19]=[CH:18][C:17](B(O)O)=[CH:16][CH:15]=1. No catalyst specified. The product is [Cl:1][C:2]1[N:3]([C:17]2[CH:18]=[CH:19][C:14]([F:13])=[CH:15][CH:16]=2)[C:4]2[C:9]([C:10]=1[CH:11]=[O:12])=[CH:8][CH:7]=[CH:6][CH:5]=2. The yield is 0.840. (2) The catalyst is CN(C=O)C.O.CO. The yield is 0.280. The reactants are O[CH2:2][C:3]1[N:4]=[C:5]([C:9]2[CH:24]=[CH:23][C:12]([C:13]([NH:15][CH2:16][C:17]3[CH:18]=[N:19][CH:20]=[CH:21][CH:22]=3)=[O:14])=[CH:11][CH:10]=2)[O:6][C:7]=1[CH3:8].CCN(CC)CC.[CH3:32][S:33](Cl)(=[O:35])=[O:34].C([O-])([O-])=O.[K+].[K+].[CH3:43][C:44]1[CH:49]=[CH:48]C(S)=[CH:46][CH:45]=1.OOS([O-])=O.[K+]. The product is [CH3:8][C:7]1[O:6][C:5]([C:9]2[CH:24]=[CH:23][C:12]([C:13]([NH:15][CH2:16][C:17]3[CH:18]=[N:19][CH:20]=[CH:21][CH:22]=3)=[O:14])=[CH:11][CH:10]=2)=[N:4][C:3]=1[CH2:2][S:33]([C:32]1[CH:48]=[CH:49][C:44]([CH3:43])=[CH:45][CH:46]=1)(=[O:35])=[O:34].